From a dataset of Peptide-MHC class I binding affinity with 185,985 pairs from IEDB/IMGT. Regression. Given a peptide amino acid sequence and an MHC pseudo amino acid sequence, predict their binding affinity value. This is MHC class I binding data. (1) The peptide sequence is FQAAESNERY. The MHC is HLA-A29:02 with pseudo-sequence HLA-A29:02. The binding affinity (normalized) is 0.308. (2) The peptide sequence is NSFFGPIGKL. The MHC is HLA-A02:01 with pseudo-sequence HLA-A02:01. The binding affinity (normalized) is 0.0725. (3) The peptide sequence is AMAETGCDA. The MHC is HLA-B35:01 with pseudo-sequence HLA-B35:01. The binding affinity (normalized) is 0.0847. (4) The peptide sequence is YLSGTDDEV. The MHC is HLA-A02:02 with pseudo-sequence HLA-A02:02. The binding affinity (normalized) is 0.958.